From a dataset of NCI-60 drug combinations with 297,098 pairs across 59 cell lines. Regression. Given two drug SMILES strings and cell line genomic features, predict the synergy score measuring deviation from expected non-interaction effect. (1) Drug 1: CCCCCOC(=O)NC1=NC(=O)N(C=C1F)C2C(C(C(O2)C)O)O. Drug 2: COC1=C2C(=CC3=C1OC=C3)C=CC(=O)O2. Cell line: COLO 205. Synergy scores: CSS=-6.83, Synergy_ZIP=2.42, Synergy_Bliss=-2.31, Synergy_Loewe=-4.93, Synergy_HSA=-7.39. (2) Drug 1: CC1=C2C(C(=O)C3(C(CC4C(C3C(C(C2(C)C)(CC1OC(=O)C(C(C5=CC=CC=C5)NC(=O)OC(C)(C)C)O)O)OC(=O)C6=CC=CC=C6)(CO4)OC(=O)C)OC)C)OC. Drug 2: CC12CCC(CC1=CCC3C2CCC4(C3CC=C4C5=CN=CC=C5)C)O. Cell line: HL-60(TB). Synergy scores: CSS=82.2, Synergy_ZIP=15.5, Synergy_Bliss=17.3, Synergy_Loewe=-31.9, Synergy_HSA=14.6. (3) Drug 1: C1=CN(C=N1)CC(O)(P(=O)(O)O)P(=O)(O)O. Drug 2: CC1C(C(CC(O1)OC2CC(CC3=C2C(=C4C(=C3O)C(=O)C5=C(C4=O)C(=CC=C5)OC)O)(C(=O)CO)O)N)O.Cl. Cell line: A498. Synergy scores: CSS=39.8, Synergy_ZIP=-3.21, Synergy_Bliss=-1.63, Synergy_Loewe=-8.22, Synergy_HSA=0.416. (4) Drug 1: C1=CC(=CC=C1CCC2=CNC3=C2C(=O)NC(=N3)N)C(=O)NC(CCC(=O)O)C(=O)O. Drug 2: CCC1=CC2CC(C3=C(CN(C2)C1)C4=CC=CC=C4N3)(C5=C(C=C6C(=C5)C78CCN9C7C(C=CC9)(C(C(C8N6C)(C(=O)OC)O)OC(=O)C)CC)OC)C(=O)OC.C(C(C(=O)O)O)(C(=O)O)O. Cell line: HOP-92. Synergy scores: CSS=33.6, Synergy_ZIP=-6.63, Synergy_Bliss=-2.52, Synergy_Loewe=-3.14, Synergy_HSA=0.749.